From a dataset of Reaction yield outcomes from USPTO patents with 853,638 reactions. Predict the reaction yield, written as a fraction of the theoretical maximum amount of product (1.0 means a 100% yield; for example, 0.34 means a 34% yield). (1) The reactants are [F:1][C:2]1([F:9])[CH2:5][CH:4]([C:6]([OH:8])=[O:7])[CH2:3]1.[CH3:10][C:11](O)([CH3:13])[CH3:12].C1(N=C=NC2CCCCC2)CCCCC1.CCCCC. The catalyst is C(Cl)Cl.CN(C)C1C=CN=CC=1. The product is [F:1][C:2]1([F:9])[CH2:5][CH:4]([C:6]([O:8][C:11]([CH3:13])([CH3:12])[CH3:10])=[O:7])[CH2:3]1. The yield is 0.630. (2) The reactants are CN(C)/C=C/C(C1SC(N2CCN(CC3C=CC(C(F)(F)F)=CC=3)C2=O)=NC=1C)=O.C[N:32](C)/[C:33](/[CH3:60])=[CH:34]/[C:35]([C:37]1[S:41][C:40]([N:42]2[CH2:46][CH2:45][N:44]([CH2:47][C:48]3[CH:53]=[CH:52][C:51]([C:54]([F:57])([F:56])[F:55])=[CH:50][CH:49]=3)[C:43]2=[O:58])=[N:39][C:38]=1[CH3:59])=[O:36].Cl.NO. No catalyst specified. The product is [CH3:59][C:38]1[N:39]=[C:40]([N:42]2[CH2:46][CH2:45][N:44]([CH2:47][C:48]3[CH:53]=[CH:52][C:51]([C:54]([F:57])([F:56])[F:55])=[CH:50][CH:49]=3)[C:43]2=[O:58])[S:41][C:37]=1[C:35]1[O:36][N:32]=[C:33]([CH3:60])[CH:34]=1. The yield is 0.530.